Dataset: Forward reaction prediction with 1.9M reactions from USPTO patents (1976-2016). Task: Predict the product of the given reaction. Given the reactants [N:1]12[CH2:9][CH2:8][CH:5]([CH2:6][CH2:7]1)[N:4]([C:10]1[CH:15]=[CH:14][C:13]([NH2:16])=[CH:12][CH:11]=1)[CH2:3][CH2:2]2.[N+:17]([C:20]1[CH:28]=[CH:27][CH:26]=[CH:25][C:21]=1[C:22](Cl)=[O:23])([O-:19])=[O:18].[OH-].[Na+], predict the reaction product. The product is: [N:1]12[CH2:9][CH2:8][CH:5]([CH2:6][CH2:7]1)[N:4]([C:10]1[CH:15]=[CH:14][C:13]([NH:16][C:22](=[O:23])[C:21]3[CH:25]=[CH:26][CH:27]=[CH:28][C:20]=3[N+:17]([O-:19])=[O:18])=[CH:12][CH:11]=1)[CH2:3][CH2:2]2.